Dataset: Experimentally validated miRNA-target interactions with 360,000+ pairs, plus equal number of negative samples. Task: Binary Classification. Given a miRNA mature sequence and a target amino acid sequence, predict their likelihood of interaction. (1) The miRNA is hsa-let-7c-5p with sequence UGAGGUAGUAGGUUGUAUGGUU. The protein sequence of the target gene is MALVDKHKVKRQRLDRICEGIRPQIMNGPLHPRPLVALLDGRDCTVEMPILKDLATVAFCDAQSTQEIHEKVLNEAVGAMMYHTITLTREDLEKFKALRVIVRIGSGYDNVDIKAAGELGIAVCNIPSAAVEETADSTVCHILNLYRRNTWLYQALREGTRVQSVEQIREVASGAARIRGETLGLIGFGRTGQAVAVRAKAFGFSVIFYDPYLQDGIERSLGVQRVYTLQDLLYQSDCVSLHCNLNEHNHHLINDFTIKQMRQGAFLVNAARGGLVDEKALAQALKEGRIRGAALDVHES.... Result: 0 (no interaction). (2) The miRNA is mmu-miR-539-3p with sequence CAUACAAGGAUAAUUUCUUUUU. The protein sequence of the target gene is MEEKEILRRQIRLLQGLIDDYKTLHGNAPAPGTPAASGWQPPTYHSGRAFSARYPRPSRRGYSSHHGPSWRKKYSLVNRPPGPSDPPADHAVRPLHGARGGQPPVPQQHVLERQVQLSQGQNVVIKVKPPSKSGSASASGAQRGSLEEFEETPWSDQRPREGEGEPPRGQLQPSRPTRARGTCSVEDPLLVCQKEPGKPRMVKSVGSVGDSPREPRRTVSESVIAVKASFPSSALPPRTGVALGRKLGSHSVASCAPQLLGDRRVDAGHTDQPVPSGSVGGPARPASGPRQAREASLVVT.... Result: 0 (no interaction). (3) Result: 0 (no interaction). The miRNA is hsa-miR-6514-3p with sequence CUGCCUGUUCUUCCACUCCAG. The protein sequence of the target gene is MESAPAAPDPAASEPGSSGSEAAAGSRETPLTQDTGRKSEAPGAGRRQSYASSSRGISVTKKTHTSQIEIIPCKICGDKSSGIHYGVITCEGCKGFFRRSQQSNATYSCPRQKNCLIDRTSRNRCQHCRLQKCLAVGMSRDAVKFGRMSKKQRDSLYAEVQKHRMQQQQRDHQQQPGEAEPLTPTYNISANGLTELHDDLSTYMDGHTPEGSKADSAVSSFYLDIQPSPDQSGLDINGIKPEPICDYTPASGFFPYCSFTNGETSPTVSMAELEHLAQNISKSHLETCQYLREELQQITW.... (4) The miRNA is dre-miR-219-5p with sequence UGAUUGUCCAAACGCAAUUCUU. The protein sequence of the target gene is MSDKRQSSHVQSQRIPESFRENSKTELGACGWILVAASFFFVIITFPISIWICIKIVKEYERVIIFRLGRILQGGAKGPGLFFILPCTDSLIKVDMRTISFDIPPQEVLTKDSVTISVDGVVYYRVQNATLAVANITNADSATRLLAQTTLRNALGTKNLSQILSDREEIAHHMQSTLDDATDDWGIKVERVEIKDVKLPVQLQRAMAAEAEAAREARAKVIAAEGEMNASRALKEASMVITESPAALQLRYLQTLTTIAAEKNSTIVFPLPVDMLQGIMGSNH. Result: 0 (no interaction). (5) The miRNA is hsa-miR-4278 with sequence CUAGGGGGUUUGCCCUUG. The protein sequence of the target gene is MRAGRCAAALLLLLLSGAGRAIGSEDIVVGCGGFVKSDVEINYSLIEIKLYTKHGTLKYQTDCAPNNGYFMIPLYDKGDFILKIEPPLGWSFEPTNVELRVDGVSDICTKGGDINFLFTGFSVNGKVLSKGQPLGPAGVQVSLRSTGADSKIQSTVTQPGGKFAFFKVLPGDYEILATHPTWALKEASTTVRVTNSNANAAGPLIVAGYNVSGSVRSDGEPMKGVKFLLFSSLVNKEDVLGCNVSPVSGFQPPDESLVYLCYAVSKEDGSFSFYSLPSGGYTVVPFYRGERITFDVAPSR.... Result: 0 (no interaction). (6) The miRNA is mmu-miR-693-5p with sequence CAGCCACAUCCGAAAGUUUUC. The protein sequence of the target gene is MAERESGGLGGGAASPPAASPFLGLHIASPPNFRLTHDISLEEFEDEDLSEITDECGISLQCKDTLSLRPPRAGLLSAGGGGAGSRLQAEMLQMDLIDATGDTPGAEDDEEDDDEERAARRPGAGPPKAESGQEPASRGQGQSQGQSQGPGSGDTYRPKRPTTLNLFPQVPRSQDTLNNNSLGKKHSWQDRVSRSSSPLKTGEQTPPHEHICLSDELPPQSGPAPTTDRGTSTDSPCRRSTATQMAPPGGPPAAPPGGRGHSHRDRIHYQADVRLEATEEIYLTPVQRPPDAAEPTSAFL.... Result: 0 (no interaction). (7) The miRNA is mmu-miR-3084-3p with sequence UUCUGCCAGUCUCCUUCAGAC. The protein sequence of the target gene is MGLPEERVRSGSGSRGQEEAGAGGRARSWSPPPEVSRSAHVPSLQRYRELHRRSVEEPREFWGDIAKEFYWKTPCPGPFLRYNFDVTKGKIFIEWMKGATTNICYNVLDRNVHEKKLGDKVAFYWEGNEPGETTQITYHQLLVQVCQFSNVLRKQGIQKGDRVAIYMPMIPELVVAMLACARIGALHSIVFAGFSSESLCERILDSSCSLLITTDAFYRGEKLVNLKELADEALQKCQEKGFPVRCCIVVKHLGRAELGMGDSTSQSPPIKRSCPDVQISWNQGIDLWWHELMQEAGDEC.... Result: 0 (no interaction).